From a dataset of HIV replication inhibition screening data with 41,000+ compounds from the AIDS Antiviral Screen. Binary Classification. Given a drug SMILES string, predict its activity (active/inactive) in a high-throughput screening assay against a specified biological target. (1) The molecule is COc1ccc(N=Nc2c(=N)[nH]n3cc4c(nc23)-c2ccccc2CC4)cc1. The result is 0 (inactive). (2) The drug is O=C1OS(=O)(=O)c2ccccc21. The result is 0 (inactive). (3) The drug is COC(=O)CCCC=C(c1cc(C)c(OC)c(C(=O)OC)c1)c1cc(C)c(OC)c(C(=O)OC)c1. The result is 1 (active). (4) The compound is N#CC(c1ccc(Cl)cc1)c1cccc(Cl)n1. The result is 0 (inactive). (5) The molecule is NS(=O)(=O)c1ccc(NC(=O)c2cccn3c(=O)c4ccccc4nc23)cc1. The result is 0 (inactive). (6) The compound is c1ccc2c(c1)-c1ccccc1C2NC1=NCCO1. The result is 0 (inactive). (7) The drug is COc1ccc(C=C2CCC(C)C(=Cc3ccc(OC)c(OC)c3)C2=O)cc1OC. The result is 0 (inactive). (8) The compound is CC(=O)OCC1OC(N2C(=O)NC(=O)C3C=C4CCCCC4=CC32)CC1OC(C)=O. The result is 0 (inactive).